This data is from Catalyst prediction with 721,799 reactions and 888 catalyst types from USPTO. The task is: Predict which catalyst facilitates the given reaction. (1) Reactant: [F:1][C:2]([F:13])([F:12])[C:3]1[CH:4]=[C:5]([CH2:9][C:10]#[N:11])[CH:6]=[N:7][CH:8]=1.C[Li].Br[CH2:17][CH:18]1[CH2:20][O:19]1.C[Mg]Br.[NH4+].[Cl-]. Product: [OH:19][CH:18]1[CH2:20][C:9]([C:5]2[CH:6]=[N:7][CH:8]=[C:3]([C:2]([F:12])([F:1])[F:13])[CH:4]=2)([C:10]#[N:11])[CH2:17]1. The catalyst class is: 1. (2) The catalyst class is: 3. Reactant: [CH3:1][O:2][C:3]1[CH:19]=[CH:18][C:6]([CH2:7][N:8]2[C:12]3[N:13]=[CH:14][CH:15]=[C:16]([OH:17])[C:11]=3[CH:10]=[N:9]2)=[CH:5][CH:4]=1.[Cl:20][C:21]1[CH:26]=[C:25](F)[C:24]([CH3:28])=[CH:23][C:22]=1[N+:29]([O-:31])=[O:30].C(=O)([O-])[O-].[Cs+].[Cs+]. Product: [CH3:1][O:2][C:3]1[CH:4]=[CH:5][C:6]([CH2:7][N:8]2[C:12]3=[N:13][CH:14]=[CH:15][C:16]([O:17][C:25]4[CH:26]=[C:21]([Cl:20])[C:22]([N+:29]([O-:31])=[O:30])=[CH:23][C:24]=4[CH3:28])=[C:11]3[CH:10]=[N:9]2)=[CH:18][CH:19]=1. (3) Reactant: Cl[C:2]1[N:11]=[C:10]2[C:5]([CH:6]=[CH:7][C:8](=[O:12])[NH:9]2)=[CH:4][CH:3]=1.[CH3:13][O-:14].[Na+]. Product: [CH3:13][O:14][C:2]1[N:11]=[C:10]2[C:5]([CH:6]=[CH:7][C:8](=[O:12])[NH:9]2)=[CH:4][CH:3]=1. The catalyst class is: 5. (4) Reactant: C(O)C.[CH2:4]([O:6][C:7]([C:9]1[N:10]([CH3:31])[CH:11]=[C:12]([C:29]#[N:30])[C:13]=1[C:14]1[CH:19]=[CH:18][C:17]([C:20]2[CH:25]=[CH:24][CH:23]=[CH:22][C:21]=2[N+:26]([O-])=O)=[CH:16][CH:15]=1)=[O:8])[CH3:5].[H][H]. Product: [CH2:4]([O:6][C:7]([C:9]1[N:10]([CH3:31])[CH:11]=[C:12]([C:29]#[N:30])[C:13]=1[C:14]1[CH:15]=[CH:16][C:17]([C:20]2[CH:25]=[CH:24][CH:23]=[CH:22][C:21]=2[NH2:26])=[CH:18][CH:19]=1)=[O:8])[CH3:5]. The catalyst class is: 153.